Task: Predict the reaction yield, written as a fraction of the theoretical maximum amount of product (1.0 means a 100% yield; for example, 0.34 means a 34% yield).. Dataset: Reaction yield outcomes from USPTO patents with 853,638 reactions (1) The reactants are [CH:1]1([CH2:5][CH2:6][CH2:7][CH2:8][CH2:9][CH2:10]O)[CH2:4][CH2:3][CH2:2]1.C1(P(C2C=CC=CC=2)C2C=CC=CC=2)C=CC=CC=1.C1C(=O)N([Br:38])C(=O)C1. The catalyst is CN(C=O)C. The product is [Br:38][CH2:10][CH2:9][CH2:8][CH2:7][CH2:6][CH2:5][CH:1]1[CH2:4][CH2:3][CH2:2]1. The yield is 0.910. (2) The reactants are [CH3:1][C:2]1[CH:7]=[CH:6][N:5]=[CH:4][C:3]=1[N:8]1[CH2:12][CH2:11][NH:10][C:9]1=[O:13].Br[C:15]1[CH:16]=[N:17][C:18]([Cl:21])=[N:19][CH:20]=1.N[C@@H]1CCCC[C@H]1N.C(=O)([O-])[O-].[K+].[K+]. The catalyst is [Cu](I)I.O1CCOCC1. The product is [Cl:21][C:18]1[N:19]=[CH:20][C:15]([N:10]2[CH2:11][CH2:12][N:8]([C:3]3[CH:4]=[N:5][CH:6]=[CH:7][C:2]=3[CH3:1])[C:9]2=[O:13])=[CH:16][N:17]=1. The yield is 0.265. (3) The reactants are [Br:1][C:2]1[CH:11]=[CH:10][C:5]([C:6]([O:8][CH3:9])=[O:7])=[CH:4][C:3]=1[CH2:12][OH:13].N1C=CN=C1.[Si:19](Cl)([C:22]([CH3:25])([CH3:24])[CH3:23])([CH3:21])[CH3:20]. The catalyst is CN(C=O)C.CCOC(C)=O. The product is [Br:1][C:2]1[CH:11]=[CH:10][C:5]([C:6]([O:8][CH3:9])=[O:7])=[CH:4][C:3]=1[CH2:12][O:13][Si:19]([C:22]([CH3:25])([CH3:24])[CH3:23])([CH3:21])[CH3:20]. The yield is 0.870. (4) The reactants are [Br:1][C:2]([CH3:29])([CH3:28])[C:3]([NH:5][C:6]1[S:7][C:8]2[C:14]3[CH:15]=[N:16][N:17](C(=O)C(Br)(C)C)[C:13]=3[CH:12]=[C:11]([C:24]([F:27])([F:26])[F:25])[C:9]=2[N:10]=1)=[O:4].O1CCCC1.C(O)CO.C(N(CC)CC)C. The catalyst is C(OCC)(=O)C.O. The product is [Br:1][C:2]([CH3:29])([CH3:28])[C:3]([NH:5][C:6]1[S:7][C:8]2[C:14]3[CH:15]=[N:16][NH:17][C:13]=3[CH:12]=[C:11]([C:24]([F:25])([F:26])[F:27])[C:9]=2[N:10]=1)=[O:4]. The yield is 0.910. (5) The reactants are C[O:2][C:3](=[O:27])[C:4]1[CH:9]=[C:8]([CH:10]2[O:15][CH2:14][CH2:13][N:12]([CH2:16][CH2:17][CH3:18])[CH2:11]2)[CH:7]=[CH:6][C:5]=1[O:19][CH2:20][C:21]1[CH:26]=[CH:25][CH:24]=[CH:23][CH:22]=1.[OH-].[Na+].Cl. The catalyst is CO. The product is [CH2:20]([O:19][C:5]1[CH:6]=[CH:7][C:8]([CH:10]2[O:15][CH2:14][CH2:13][N:12]([CH2:16][CH2:17][CH3:18])[CH2:11]2)=[CH:9][C:4]=1[C:3]([OH:27])=[O:2])[C:21]1[CH:22]=[CH:23][CH:24]=[CH:25][CH:26]=1. The yield is 1.00. (6) The reactants are [CH3:1][O:2][C:3]1[CH:11]=[C:10]2[C:6]([CH:7]([C:12]([F:15])([F:14])[F:13])[O:8][CH2:9]2)=[CH:5][C:4]=1[CH:16]=[O:17].COC1C=C2C(=CC=1)C([C:29]([F:32])([F:31])[F:30])([C:29]([F:32])([F:31])[F:30])OC2. No catalyst specified. The product is [CH3:1][O:2][C:3]1[CH:11]=[C:10]2[C:6]([C:7]([C:29]([F:32])([F:31])[F:30])([C:12]([F:13])([F:14])[F:15])[O:8][CH2:9]2)=[CH:5][C:4]=1[CH:16]=[O:17]. The yield is 0.690.